From a dataset of Reaction yield outcomes from USPTO patents with 853,638 reactions. Predict the reaction yield, written as a fraction of the theoretical maximum amount of product (1.0 means a 100% yield; for example, 0.34 means a 34% yield). The reactants are Br[C:2]1[C:15]2[C:16]3=[C:17]4[C:12](=[CH:13][CH:14]=2)[CH:11]=[CH:10][CH:9]=[C:8]4[CH:7]=[CH:6][C:5]3=[CH:4][CH:3]=1.C([Li])CCC.B(OC)(OC)OC.[Cl:30][C:31]1[C:32](Br)=[C:33]([CH:39]=[CH:40][C:41]=1[C:42]([O:44][CH2:45][CH3:46])=[O:43])[C:34]([O:36][CH2:37][CH3:38])=[O:35].C([O-])([O-])=O.[Na+].[Na+]. The catalyst is C1COCC1.C1C=CC([P]([Pd]([P](C2C=CC=CC=2)(C2C=CC=CC=2)C2C=CC=CC=2)([P](C2C=CC=CC=2)(C2C=CC=CC=2)C2C=CC=CC=2)[P](C2C=CC=CC=2)(C2C=CC=CC=2)C2C=CC=CC=2)(C2C=CC=CC=2)C2C=CC=CC=2)=CC=1.CCO.C1(C)C=CC=CC=1.O. The product is [Cl:30][C:31]1[CH:32]=[C:33]([C:34]([O:36][CH2:37][CH3:38])=[O:35])[C:39]([C:9]2[C:8]3[C:17]4=[C:16]5[C:5](=[CH:6][CH:7]=3)[CH:4]=[CH:3][CH:2]=[C:15]5[CH:14]=[CH:13][C:12]4=[CH:11][CH:10]=2)=[CH:40][C:41]=1[C:42]([O:44][CH2:45][CH3:46])=[O:43]. The yield is 0.700.